Dataset: Full USPTO retrosynthesis dataset with 1.9M reactions from patents (1976-2016). Task: Predict the reactants needed to synthesize the given product. (1) Given the product [CH3:41][O:42][C:43]([C:45]1[C:50]([Br:51])=[C:49]([NH2:52])[N:48]=[C:47]([C:53]2[CH:58]=[CH:57][C:56]([Cl:61])=[CH:55][C:54]=2[F:62])[N:46]=1)=[O:44], predict the reactants needed to synthesize it. The reactants are: COC(C1C(Br)=C(N)N=C(C2C=CC(Cl)=CC=2)N=1)=O.COC(C1C(Br)=C(N)N=C(C2C=CC(Cl)=C(OC)C=2)N=1)=O.[CH3:41][O:42][C:43]([C:45]1[C:50]([Br:51])=[C:49]([NH2:52])[N:48]=[C:47]([C:53]2[CH:58]=[C:57](OC)[C:56]([Cl:61])=[CH:55][C:54]=2[F:62])[N:46]=1)=[O:44]. (2) Given the product [Br:1][C:2]1[C:11]([CH3:12])=[CH:10][CH:9]=[C:8]2[C:3]=1[CH:4]=[CH:5][C:6](=[O:13])[N:7]2[CH3:17], predict the reactants needed to synthesize it. The reactants are: [Br:1][C:2]1[C:11]([CH3:12])=[CH:10][CH:9]=[C:8]2[C:3]=1[CH:4]=[CH:5][C:6](=[O:13])[NH:7]2.[H-].[Na+].I[CH3:17]. (3) The reactants are: C(NC(C)C)(C)C.C([Li])CCC.[C:13]([O:17][C:18](=[O:29])[CH2:19][CH2:20][C:21]1([C:26]([OH:28])=[O:27])[CH2:25][CH2:24][CH2:23][CH2:22]1)([CH3:16])([CH3:15])[CH3:14].[CH3:30][O:31][CH2:32][C:33](OC)=[O:34].Cl. Given the product [C:13]([O:17][C:18]([CH:19]([C:33](=[O:34])[CH2:32][O:31][CH3:30])[CH2:20][C:21]1([C:26]([OH:28])=[O:27])[CH2:25][CH2:24][CH2:23][CH2:22]1)=[O:29])([CH3:16])([CH3:14])[CH3:15], predict the reactants needed to synthesize it. (4) Given the product [Cl:1][C:2]1[CH:7]=[C:6]([Cl:8])[CH:5]=[CH:4][C:3]=1[C:9](=[O:12])[CH2:10][N:17]1[CH2:18][CH2:19][N:14]([CH3:13])[CH2:15][CH2:16]1, predict the reactants needed to synthesize it. The reactants are: [Cl:1][C:2]1[CH:7]=[C:6]([Cl:8])[CH:5]=[CH:4][C:3]=1[C:9](=[O:12])[CH2:10]Cl.[CH3:13][N:14]1[CH2:19][CH2:18][NH:17][CH2:16][CH2:15]1. (5) Given the product [CH2:27]([N:24]1[CH2:25][CH2:26][N:21]([C:19]([C:13]2[N:14]([CH3:18])[C:15]3[C:11]([CH:12]=2)=[CH:10][C:9]([O:8][C:5]2[N:6]=[CH:7][C:2]([NH:1][C:39](=[O:40])[C:38]4[C:37](=[CH:36][C:35]([Cl:34])=[C:45]([Cl:46])[CH:44]=4)[C:42]([OH:43])=[O:41])=[CH:3][CH:4]=2)=[CH:17][CH:16]=3)=[O:20])[CH2:22][CH2:23]1)[C:28]1[CH:33]=[CH:32][CH:31]=[CH:30][CH:29]=1, predict the reactants needed to synthesize it. The reactants are: [NH2:1][C:2]1[CH:3]=[CH:4][C:5]([O:8][C:9]2[CH:10]=[C:11]3[C:15](=[CH:16][CH:17]=2)[N:14]([CH3:18])[C:13]([C:19]([N:21]2[CH2:26][CH2:25][N:24]([CH2:27][C:28]4[CH:33]=[CH:32][CH:31]=[CH:30][CH:29]=4)[CH2:23][CH2:22]2)=[O:20])=[CH:12]3)=[N:6][CH:7]=1.[Cl:34][C:35]1[CH:36]=[C:37]2[C:42](=[O:43])[O:41][C:39](=[O:40])[C:38]2=[CH:44][C:45]=1[Cl:46]. (6) Given the product [F:1][C:2]1[CH:21]=[CH:20][C:5]([CH2:6][NH:7][C:8](=[O:9])[C:10]2[CH:15]=[CH:14][C:13]([S:16]([N:22]3[C:26]4=[N:27][CH:28]=[CH:29][CH:30]=[C:25]4[CH:24]=[CH:23]3)(=[O:18])=[O:17])=[CH:12][CH:11]=2)=[CH:4][CH:3]=1, predict the reactants needed to synthesize it. The reactants are: [F:1][C:2]1[CH:21]=[CH:20][C:5]([CH2:6][NH:7][C:8]([C:10]2[CH:15]=[CH:14][C:13]([S:16](Cl)(=[O:18])=[O:17])=[CH:12][CH:11]=2)=[O:9])=[CH:4][CH:3]=1.[NH:22]1[C:26]2=[N:27][CH:28]=[CH:29][CH:30]=[C:25]2[CH:24]=[CH:23]1.N1(C2C=CN=CC=2)CCCC1.C(N(CC)CC)C. (7) Given the product [C:36]([C:20]1[C:21]2[C:26](=[CH:25][CH:24]=[C:23]([O:29][C:30]3[CH:31]=[CH:32][CH:33]=[CH:34][CH:35]=3)[CH:22]=2)[C:27]([OH:28])=[C:18]([C:16]([NH:15][CH2:14][C:7]([CH2:11][CH2:12][CH3:13])([CH2:8][CH2:9][CH3:10])[C:6]([OH:38])=[O:5])=[O:17])[N:19]=1)#[N:37], predict the reactants needed to synthesize it. The reactants are: C([O:5][C:6](=[O:38])[C:7]([CH2:14][NH:15][C:16]([C:18]1[N:19]=[C:20]([C:36]#[N:37])[C:21]2[C:26]([C:27]=1[OH:28])=[CH:25][CH:24]=[C:23]([O:29][C:30]1[CH:35]=[CH:34][CH:33]=[CH:32][CH:31]=1)[CH:22]=2)=[O:17])([CH2:11][CH2:12][CH3:13])[CH2:8][CH2:9][CH3:10])(C)(C)C.C(O)(C(F)(F)F)=O. (8) Given the product [CH2:24]([NH:21][CH2:7][CH2:8][CH2:9][CH2:10][CH2:11][CH2:12][CH2:13][CH2:14][CH2:15][CH2:16][CH2:17][CH2:18][CH2:19][CH3:20])[C:23]#[CH:22], predict the reactants needed to synthesize it. The reactants are: C(=O)([O-])[O-].[Na+].[Na+].[CH2:7]([NH2:21])[CH2:8][CH2:9][CH2:10][CH2:11][CH2:12][CH2:13][CH2:14][CH2:15][CH2:16][CH2:17][CH2:18][CH2:19][CH3:20].[CH2:22](Br)[C:23]#[CH:24].